The task is: Regression. Given two drug SMILES strings and cell line genomic features, predict the synergy score measuring deviation from expected non-interaction effect.. This data is from NCI-60 drug combinations with 297,098 pairs across 59 cell lines. (1) Drug 1: C(CC(=O)O)C(=O)CN.Cl. Drug 2: C1=CN(C=N1)CC(O)(P(=O)(O)O)P(=O)(O)O. Cell line: SNB-19. Synergy scores: CSS=11.6, Synergy_ZIP=-0.879, Synergy_Bliss=1.76, Synergy_Loewe=0.109, Synergy_HSA=0.139. (2) Drug 1: CC1=C(C=C(C=C1)C(=O)NC2=CC(=CC(=C2)C(F)(F)F)N3C=C(N=C3)C)NC4=NC=CC(=N4)C5=CN=CC=C5. Drug 2: CC1=C(N=C(N=C1N)C(CC(=O)N)NCC(C(=O)N)N)C(=O)NC(C(C2=CN=CN2)OC3C(C(C(C(O3)CO)O)O)OC4C(C(C(C(O4)CO)O)OC(=O)N)O)C(=O)NC(C)C(C(C)C(=O)NC(C(C)O)C(=O)NCCC5=NC(=CS5)C6=NC(=CS6)C(=O)NCCC[S+](C)C)O. Cell line: HCC-2998. Synergy scores: CSS=22.3, Synergy_ZIP=-10.4, Synergy_Bliss=-9.49, Synergy_Loewe=-1.63, Synergy_HSA=-0.733. (3) Cell line: NCI-H460. Drug 1: CCCS(=O)(=O)NC1=C(C(=C(C=C1)F)C(=O)C2=CNC3=C2C=C(C=N3)C4=CC=C(C=C4)Cl)F. Synergy scores: CSS=0.515, Synergy_ZIP=1.63, Synergy_Bliss=2.02, Synergy_Loewe=-1.45, Synergy_HSA=-1.18. Drug 2: CN(C)C1=NC(=NC(=N1)N(C)C)N(C)C. (4) Drug 1: C1=CC(=CC=C1C#N)C(C2=CC=C(C=C2)C#N)N3C=NC=N3. Drug 2: C1=NC2=C(N1)C(=S)N=CN2. Cell line: HOP-92. Synergy scores: CSS=29.8, Synergy_ZIP=2.11, Synergy_Bliss=0.686, Synergy_Loewe=-8.78, Synergy_HSA=1.55. (5) Drug 1: CCCCC(=O)OCC(=O)C1(CC(C2=C(C1)C(=C3C(=C2O)C(=O)C4=C(C3=O)C=CC=C4OC)O)OC5CC(C(C(O5)C)O)NC(=O)C(F)(F)F)O. Drug 2: CCCCCOC(=O)NC1=NC(=O)N(C=C1F)C2C(C(C(O2)C)O)O. Cell line: 786-0. Synergy scores: CSS=13.1, Synergy_ZIP=-2.77, Synergy_Bliss=1.69, Synergy_Loewe=-17.3, Synergy_HSA=-9.78.